This data is from Full USPTO retrosynthesis dataset with 1.9M reactions from patents (1976-2016). The task is: Predict the reactants needed to synthesize the given product. Given the product [Cl:1][C:2]1[CH:3]=[CH:4][C:5]([C:8]2[CH:12]([C:13]3[CH:18]=[CH:17][CH:16]=[CH:15][CH:14]=3)[CH2:11][N:10]([C:19]([S:22][CH3:24])=[N:20][CH3:21])[N:9]=2)=[CH:6][CH:7]=1, predict the reactants needed to synthesize it. The reactants are: [Cl:1][C:2]1[CH:7]=[CH:6][C:5]([C:8]2[CH:12]([C:13]3[CH:18]=[CH:17][CH:16]=[CH:15][CH:14]=3)[CH2:11][N:10]([C:19](=[S:22])[NH:20][CH3:21])[N:9]=2)=[CH:4][CH:3]=1.I[CH3:24].